From a dataset of Full USPTO retrosynthesis dataset with 1.9M reactions from patents (1976-2016). Predict the reactants needed to synthesize the given product. (1) Given the product [CH3:15][O:14][C:6]1[CH:7]=[C:8]([N+:11]([O-:13])=[O:12])[CH:9]=[CH:10][C:5]=1[O:4][CH2:3][CH2:2][N:20]1[CH2:21][CH2:22][N:17]([CH3:16])[CH2:18][CH2:19]1, predict the reactants needed to synthesize it. The reactants are: Cl[CH2:2][CH2:3][O:4][C:5]1[CH:10]=[CH:9][C:8]([N+:11]([O-:13])=[O:12])=[CH:7][C:6]=1[O:14][CH3:15].[CH3:16][N:17]1[CH2:22][CH2:21][NH:20][CH2:19][CH2:18]1.C([O-])([O-])=O.[K+].[K+]. (2) Given the product [CH3:1][C:2]1[CH:7]=[CH:6][C:5]([S:8]([O:11][CH2:12][CH:13]2[O:18][C:17]3[C:19]([CH:26]=[CH:27][CH3:28])=[C:20]([N+:23]([O-:25])=[O:24])[CH:21]=[CH:22][C:16]=3[O:15][CH2:14]2)(=[O:9])=[O:10])=[CH:4][CH:3]=1, predict the reactants needed to synthesize it. The reactants are: [CH3:1][C:2]1[CH:7]=[CH:6][C:5]([S:8]([O:11][CH2:12][C@@H:13]2[O:18][C:17]3[C:19]([CH2:26][CH:27]=[CH2:28])=[C:20]([N+:23]([O-:25])=[O:24])[CH:21]=[CH:22][C:16]=3[O:15][CH2:14]2)(=[O:10])=[O:9])=[CH:4][CH:3]=1. (3) Given the product [Si:1]([O:8][CH2:9][C@H:10]1[CH2:19][C:18]2[C:13](=[CH:14][CH:15]=[CH:16][C:17]=2[CH2:20][CH:21]=[O:22])[C@H:12]([CH3:23])[N:11]1[C:24](=[O:34])[CH2:25][C:26]1[C:31]([Cl:32])=[CH:30][CH:29]=[CH:28][C:27]=1[Cl:33])([C:4]([CH3:7])([CH3:5])[CH3:6])([CH3:3])[CH3:2], predict the reactants needed to synthesize it. The reactants are: [Si:1]([O:8][CH2:9][C@H:10]1[CH2:19][C:18]2[C:13](=[CH:14][CH:15]=[CH:16][C:17]=2[CH2:20][CH2:21][OH:22])[C@H:12]([CH3:23])[N:11]1[C:24](=[O:34])[CH2:25][C:26]1[C:31]([Cl:32])=[CH:30][CH:29]=[CH:28][C:27]=1[Cl:33])([C:4]([CH3:7])([CH3:6])[CH3:5])([CH3:3])[CH3:2].C([O-])(O)=O.[Na+].[O-]S([O-])(=S)=O.[Na+].[Na+]. (4) The reactants are: [Cl:1][C:2]1[CH:7]=[C:6]([O:8][C:9]2[CH:14]=[CH:13][C:12]([Cl:15])=[CH:11][CH:10]=2)[CH:5]=[CH:4][C:3]=1[C:16]1([CH:19]2[CH2:21][CH2:20]2)[CH2:18][O:17]1.[OH-].[Na+].N1C=[CH:27][N:26]=[N:25]1.[Cl-].[NH4+].[CH3:31][N:32]1CCCC1=O. Given the product [Cl:1][C:2]1[CH:7]=[C:6]([O:8][C:9]2[CH:14]=[CH:13][C:12]([Cl:15])=[CH:11][CH:10]=2)[CH:5]=[CH:4][C:3]=1[C:16]([CH:19]1[CH2:21][CH2:20]1)([OH:17])[CH2:18][N:26]1[CH:27]=[N:32][CH:31]=[N:25]1, predict the reactants needed to synthesize it. (5) The reactants are: Br[C:2]1[C:3]([N:22]2[CH2:25][C:24]([OH:27])([CH3:26])[CH2:23]2)=[N:4][CH:5]=[C:6]([CH:21]=1)[C:7]([NH:9][C:10]1[CH:15]=[CH:14][C:13]([O:16][C:17]([F:20])([F:19])[F:18])=[CH:12][CH:11]=1)=[O:8].[CH3:28][C:29]1[N:34]=[CH:33][C:32](B2OC(C)(C)C(C)(C)O2)=[CH:31][N:30]=1. Given the product [OH:27][C:24]1([CH3:26])[CH2:25][N:22]([C:3]2[C:2]([C:32]3[CH:31]=[N:30][C:29]([CH3:28])=[N:34][CH:33]=3)=[CH:21][C:6]([C:7]([NH:9][C:10]3[CH:15]=[CH:14][C:13]([O:16][C:17]([F:20])([F:19])[F:18])=[CH:12][CH:11]=3)=[O:8])=[CH:5][N:4]=2)[CH2:23]1, predict the reactants needed to synthesize it. (6) The reactants are: [H-].[Na+].[C:3](#[N:5])[CH3:4].C([O:8][C:9]([CH:11]1[CH2:15][CH2:14][CH2:13][CH2:12]1)=O)C.Cl. Given the product [CH:11]1([C:9](=[O:8])[CH2:4][C:3]#[N:5])[CH2:15][CH2:14][CH2:13][CH2:12]1, predict the reactants needed to synthesize it.